Dataset: Catalyst prediction with 721,799 reactions and 888 catalyst types from USPTO. Task: Predict which catalyst facilitates the given reaction. (1) Reactant: [Cl:1][C:2]1[CH:11]=[CH:10][C:5]([C:6]([O:8][CH3:9])=[O:7])=[C:4]([NH:12][C:13]2[CH:18]=[CH:17][C:16]([CH2:19][C:20]([O:22][CH3:23])=[O:21])=[CH:15][C:14]=2[N+:24]([O-])=O)[CH:3]=1.CO.[H][H]. Product: [NH2:24][C:14]1[CH:15]=[C:16]([CH2:19][C:20]([O:22][CH3:23])=[O:21])[CH:17]=[CH:18][C:13]=1[NH:12][C:4]1[CH:3]=[C:2]([Cl:1])[CH:11]=[CH:10][C:5]=1[C:6]([O:8][CH3:9])=[O:7]. The catalyst class is: 612. (2) The catalyst class is: 41. Product: [CH2:18]([N:25]([CH3:41])[C:26]1[CH:27]=[C:28]([NH:33][C:34]2[N:35]=[C:36]([NH:1][C:2]3[CH:7]=[CH:6][CH:5]=[C:4]([O:8][CH2:9][C:10]([F:11])([F:13])[F:12])[C:3]=3[S:14]([NH2:17])(=[O:16])=[O:15])[CH:37]=[CH:38][N:39]=2)[CH:29]=[CH:30][C:31]=1[CH3:32])[C:19]1[CH:20]=[CH:21][CH:22]=[CH:23][CH:24]=1. Reactant: [NH2:1][C:2]1[CH:7]=[CH:6][CH:5]=[C:4]([O:8][CH2:9][C:10]([F:13])([F:12])[F:11])[C:3]=1[S:14]([NH2:17])(=[O:16])=[O:15].[CH2:18]([N:25]([CH3:41])[C:26]1[CH:27]=[C:28]([NH:33][C:34]2[N:39]=[C:38](Cl)[CH:37]=[CH:36][N:35]=2)[CH:29]=[CH:30][C:31]=1[CH3:32])[C:19]1[CH:24]=[CH:23][CH:22]=[CH:21][CH:20]=1.Cl. (3) Reactant: [NH2:1][C:2]1[CH:7]=[CH:6][C:5]([OH:8])=[CH:4][CH:3]=1.CC(C)([O-])C.[K+].C1COCC1.Cl[C:21]1[CH:26]=[CH:25][N:24]=[C:23]([C:27]([NH:29][CH3:30])=[O:28])[CH:22]=1.C(=O)([O-])[O-].[K+].[K+]. Product: [CH3:30][NH:29][C:27]([C:23]1[CH:22]=[C:21]([O:8][C:5]2[CH:6]=[CH:7][C:2]([NH2:1])=[CH:3][CH:4]=2)[CH:26]=[CH:25][N:24]=1)=[O:28]. The catalyst class is: 3. (4) Reactant: [NH:1]1[C:5]([C:6]([O:8][CH2:9][CH3:10])=[O:7])=[CH:4][C:3]2[CH2:11][CH2:12][CH2:13][C:2]1=2.C1C[O:17]CC1.O. Product: [O:17]=[C:13]1[C:2]2[NH:1][C:5]([C:6]([O:8][CH2:9][CH3:10])=[O:7])=[CH:4][C:3]=2[CH2:11][CH2:12]1. The catalyst class is: 1.